This data is from Full USPTO retrosynthesis dataset with 1.9M reactions from patents (1976-2016). The task is: Predict the reactants needed to synthesize the given product. (1) The reactants are: [OH:1][C:2]1[S:6][C:5]([C:7]2[N:12]=[C:11]([NH:13][C:14]3[CH:19]=[CH:18][C:17]([CH2:20][C:21]([O:23][CH2:24][CH3:25])=[O:22])=[CH:16][CH:15]=3)[C:10]([CH2:26][CH3:27])=[C:9]([CH3:28])[N:8]=2)=[CH:4][CH:3]=1.C(=O)([O-])[O-].[Li+].[Li+].Cl[C:36]([F:45])([F:44])C(OC(C)(C)C)=O.O. Given the product [F:44][CH:36]([F:45])[O:1][C:2]1[S:6][C:5]([C:7]2[N:12]=[C:11]([NH:13][C:14]3[CH:19]=[CH:18][C:17]([CH2:20][C:21]([O:23][CH2:24][CH3:25])=[O:22])=[CH:16][CH:15]=3)[C:10]([CH2:26][CH3:27])=[C:9]([CH3:28])[N:8]=2)=[CH:4][CH:3]=1, predict the reactants needed to synthesize it. (2) Given the product [Br:29][C:3]1[CH:7]=[C:8]([F:14])[CH:9]=[C:10]([N+:11]([O-:13])=[O:12])[C:2]=1[F:1], predict the reactants needed to synthesize it. The reactants are: [F:1][C:2]1[C:10]([N+:11]([O-:13])=[O:12])=[CH:9][C:8]([F:14])=[CH:7][C:3]=1C(O)=O.FC1C([N+]([O-])=O)=C(C(F)=CC=1)C(O)=O.[Br:29]Br. (3) Given the product [CH3:24][C:25]([OH:29])([C:27]#[C:28][C:2]1[S:6][C:5]([C:7]2[CH:12]=[CH:11][N:10]=[C:9]([NH:13][CH:14]3[CH2:19][C:18]([CH3:21])([CH3:20])[NH:17][C:16]([CH3:23])([CH3:22])[CH2:15]3)[N:8]=2)=[CH:4][CH:3]=1)[CH3:26], predict the reactants needed to synthesize it. The reactants are: Br[C:2]1[S:6][C:5]([C:7]2[CH:12]=[CH:11][N:10]=[C:9]([NH:13][CH:14]3[CH2:19][C:18]([CH3:21])([CH3:20])[NH:17][C:16]([CH3:23])([CH3:22])[CH2:15]3)[N:8]=2)=[CH:4][CH:3]=1.[CH3:24][C:25]([OH:29])([C:27]#[CH:28])[CH3:26]. (4) Given the product [CH3:7][O:8][CH2:9][O:10][C:11]1[CH:16]=[C:15]([CH3:17])[C:14]([C:18]2[CH:23]=[CH:22][CH:21]=[C:20]([CH2:24][OH:25])[C:19]=2[CH3:28])=[C:13]([CH3:29])[CH:12]=1, predict the reactants needed to synthesize it. The reactants are: [H-].[Al+3].[Li+].[H-].[H-].[H-].[CH3:7][O:8][CH2:9][O:10][C:11]1[CH:16]=[C:15]([CH3:17])[C:14]([C:18]2[CH:23]=[CH:22][CH:21]=[C:20]([C:24](OC)=[O:25])[C:19]=2[CH3:28])=[C:13]([CH3:29])[CH:12]=1.